This data is from Full USPTO retrosynthesis dataset with 1.9M reactions from patents (1976-2016). The task is: Predict the reactants needed to synthesize the given product. (1) The reactants are: [CH3:1][CH:2]([O:6][C:7]1[CH:8]=[CH:9][CH:10]=[C:11]2[C:16]=1[N:15]=[C:14]([NH2:17])[CH:13]=[CH:12]2)[CH2:3][CH:4]=[CH2:5].B.C1C[O:22]CC1.[OH-].[Na+]. Given the product [NH2:17][C:14]1[CH:13]=[CH:12][C:11]2[C:16](=[C:7]([O:6][CH:2]([CH3:1])[CH2:3][CH2:4][CH2:5][OH:22])[CH:8]=[CH:9][CH:10]=2)[N:15]=1, predict the reactants needed to synthesize it. (2) Given the product [Cl:1][C:2]1[CH:3]=[CH:4][C:5]([C@H:8]2[C@H:9]([C:14]([N:16]3[CH2:17][CH2:18][C:19]([CH:22]4[CH2:27][CH2:26][CH2:25][CH2:24][CH2:23]4)([CH2:28][N:29]4[C:33]([CH3:34])([CH3:35])[CH2:32][O:31][C:30]4=[O:36])[CH2:20][CH2:21]3)=[O:15])[CH2:10][C@@H:11]([N:38]([CH3:37])[S:39]([C:42]3[CH:47]=[CH:46][C:45]([N+:48]([O-:50])=[O:49])=[CH:44][C:43]=3[N+:51]([O-:53])=[O:52])(=[O:41])=[O:40])[CH2:12]2)=[CH:6][CH:7]=1, predict the reactants needed to synthesize it. The reactants are: [Cl:1][C:2]1[CH:7]=[CH:6][C:5]([C@@H:8]2[CH2:12][C@@H:11](O)[CH2:10][C@H:9]2[C:14]([N:16]2[CH2:21][CH2:20][C:19]([CH2:28][N:29]3[C:33]([CH3:35])([CH3:34])[CH2:32][O:31][C:30]3=[O:36])([CH:22]3[CH2:27][CH2:26][CH2:25][CH2:24][CH2:23]3)[CH2:18][CH2:17]2)=[O:15])=[CH:4][CH:3]=1.[CH3:37][NH:38][S:39]([C:42]1[CH:47]=[CH:46][C:45]([N+:48]([O-:50])=[O:49])=[CH:44][C:43]=1[N+:51]([O-:53])=[O:52])(=[O:41])=[O:40].C1(P(C2C=CC=CC=2)C2C=CC=CC=2)C=CC=CC=1.N(C(OCC)=O)=NC(OCC)=O. (3) Given the product [Cl:24][C:25]1[CH:32]=[C:31]([O:33][CH2:34][CH3:35])[CH:30]=[CH:29][C:26]=1[CH2:27][N:6]1[C:5]2[CH:7]=[C:8]([O:12][CH2:13][C:14]3[CH:23]=[CH:22][CH:21]=[CH:20][C:15]=3[C:16]([O:18][CH3:19])=[O:17])[CH:9]=[C:10]([CH3:11])[C:4]=2[N:3]=[C:2]1[CH3:1], predict the reactants needed to synthesize it. The reactants are: [CH3:1][C:2]1[NH:6][C:5]2[CH:7]=[C:8]([O:12][CH2:13][C:14]3[CH:23]=[CH:22][CH:21]=[CH:20][C:15]=3[C:16]([O:18][CH3:19])=[O:17])[CH:9]=[C:10]([CH3:11])[C:4]=2[N:3]=1.[Cl:24][C:25]1[CH:32]=[C:31]([O:33][CH2:34][CH3:35])[CH:30]=[CH:29][C:26]=1[CH2:27]Br. (4) The reactants are: C([N:14]1[CH2:17][CH:16]([O:18][CH:19]([C:27]2[CH:32]=[CH:31][C:30]([Cl:33])=[CH:29][CH:28]=2)[C:20]2[CH:25]=[CH:24][C:23]([Cl:26])=[CH:22][CH:21]=2)[CH2:15]1)(C1C=CC=CC=1)C1C=CC=CC=1.ClC(OC(Cl)=O)C. Given the product [Cl:26][C:23]1[CH:24]=[CH:25][C:20]([CH:19]([O:18][CH:16]2[CH2:17][NH:14][CH2:15]2)[C:27]2[CH:28]=[CH:29][C:30]([Cl:33])=[CH:31][CH:32]=2)=[CH:21][CH:22]=1, predict the reactants needed to synthesize it. (5) Given the product [OH:2][C:3]1[CH:4]=[CH:5][C:6]([C:9](=[O:15])[CH2:10][C:11]([O:13][CH3:14])=[O:12])=[CH:7][CH:8]=1, predict the reactants needed to synthesize it. The reactants are: C[O:2][C:3]1[CH:8]=[CH:7][C:6]([C:9](=[O:15])[CH2:10][C:11]([O:13][CH3:14])=[O:12])=[CH:5][CH:4]=1.B(Br)(Br)Br. (6) Given the product [CH3:24][O:23][C:21]([C:20]1[CH:25]=[CH:26][C:17]([CH2:15][NH:1][CH2:2][CH:3]2[CH2:7][CH2:6][CH2:5][N:4]2[C:8]([O:10][C:11]([CH3:14])([CH3:13])[CH3:12])=[O:9])=[CH:18][CH:19]=1)=[O:22], predict the reactants needed to synthesize it. The reactants are: [NH2:1][CH2:2][CH:3]1[CH2:7][CH2:6][CH2:5][N:4]1[C:8]([O:10][C:11]([CH3:14])([CH3:13])[CH3:12])=[O:9].[CH:15]([C:17]1[CH:26]=[CH:25][C:20]([C:21]([O:23][CH3:24])=[O:22])=[CH:19][CH:18]=1)=O.C(O)(=O)C.C(O[BH-](OC(=O)C)OC(=O)C)(=O)C.[Na+].C(=O)(O)[O-].[Na+]. (7) Given the product [CH3:20][N:18]1[CH:19]=[C:15]([N:14]2[C:5]3[C:4]4[CH:3]=[C:2]([C:29]5[CH:30]=[C:31]([N:32]([CH3:36])[C:33](=[O:35])[CH3:34])[C:26]([O:25][CH3:24])=[N:27][CH:28]=5)[CH:11]=[CH:10][C:9]=4[N:8]=[CH:7][C:6]=3[N:12]([CH3:23])[C:13]2=[O:22])[C:16]([CH3:21])=[N:17]1, predict the reactants needed to synthesize it. The reactants are: Br[C:2]1[CH:11]=[CH:10][C:9]2[N:8]=[CH:7][C:6]3[N:12]([CH3:23])[C:13](=[O:22])[N:14]([C:15]4[C:16]([CH3:21])=[N:17][N:18]([CH3:20])[CH:19]=4)[C:5]=3[C:4]=2[CH:3]=1.[CH3:24][O:25][C:26]1[C:31]([N:32]([CH3:36])[C:33](=[O:35])[CH3:34])=[CH:30][C:29](B2OC(C)(C)C(C)(C)O2)=[CH:28][N:27]=1. (8) Given the product [CH3:1][O:2][C:3]1[CH:8]=[CH:7][C:6]([N:9]2[C:10]3[CH:15]=[CH:14][CH:13]=[CH:12][C:11]=3[N:16]=[C:17]2[C:19]2[C:20]([CH3:24])=[N:21][O:22][CH:23]=2)=[CH:5][CH:4]=1, predict the reactants needed to synthesize it. The reactants are: [CH3:1][O:2][C:3]1[CH:8]=[CH:7][C:6]([NH:9][C:10]2[CH:15]=[CH:14][CH:13]=[CH:12][C:11]=2[NH:16][C:17]([C:19]2[C:20]([CH3:24])=[N:21][O:22][CH:23]=2)=O)=[CH:5][CH:4]=1.CCCCCCC.